This data is from Forward reaction prediction with 1.9M reactions from USPTO patents (1976-2016). The task is: Predict the product of the given reaction. (1) Given the reactants [CH3:1][O:2][C:3]1[CH:4]=[CH:5][CH:6]=[C:7]2[C:12]=1[N:11]([CH3:13])[C:10](=[O:14])[CH:9]=[C:8]2[CH3:15].[O:16]1CCOCC1, predict the reaction product. The product is: [CH3:1][O:2][C:3]1[CH:4]=[CH:5][CH:6]=[C:7]2[C:12]=1[N:11]([CH3:13])[C:10](=[O:14])[CH:9]=[C:8]2[CH:15]=[O:16]. (2) The product is: [C:1]([C:3]1[CH:4]=[CH:5][C:6]([NH:9][C:10]([CH:12]2[NH:16][CH:15]([CH2:17][C:18]([CH3:21])([CH3:20])[CH3:19])[C:14]3([C:29]4[C:24](=[CH:25][C:26]([Cl:30])=[CH:27][CH:28]=4)[NH:23][C:22]3=[O:31])[CH:13]2[C:32]2[CH:37]=[C:36]([F:38])[CH:35]=[C:34]([Cl:39])[CH:33]=2)=[O:11])=[CH:7][CH:8]=1)(=[O:40])[NH2:2]. Given the reactants [C:1]([C:3]1[CH:8]=[CH:7][C:6]([NH:9][C:10]([CH:12]2[NH:16][CH:15]([CH2:17][C:18]([CH3:21])([CH3:20])[CH3:19])[C:14]3([C:29]4[C:24](=[CH:25][C:26]([Cl:30])=[CH:27][CH:28]=4)[NH:23][C:22]3=[O:31])[CH:13]2[C:32]2[CH:37]=[C:36]([F:38])[CH:35]=[C:34]([Cl:39])[CH:33]=2)=[O:11])=[CH:5][CH:4]=1)#[N:2].[OH:40]O.[OH-].[Na+], predict the reaction product. (3) Given the reactants C([Li])CCC.CCCCCC.Br[C:13]1[C:14]([C:27]2[CH:32]=[CH:31][CH:30]=[CH:29][CH:28]=2)=[N:15][N:16]2[C:21]([Si:22]([CH3:25])([CH3:24])[CH3:23])=[C:20]([Cl:26])[CH:19]=[CH:18][C:17]=12.[CH3:33][O:34][CH2:35][O:36][C:37]1[CH:42]=[CH:41][CH:40]=[CH:39][C:38]=1[S:43][C:44]1[N:49]=[C:48]([CH:50]=[O:51])[CH:47]=[CH:46][CH:45]=1, predict the reaction product. The product is: [Cl:26][C:20]1[CH:19]=[CH:18][C:17]2[N:16]([N:15]=[C:14]([C:27]3[CH:32]=[CH:31][CH:30]=[CH:29][CH:28]=3)[C:13]=2[CH:50]([OH:51])[C:48]2[CH:47]=[CH:46][CH:45]=[C:44]([S:43][C:38]3[CH:39]=[CH:40][CH:41]=[CH:42][C:37]=3[O:36][CH2:35][O:34][CH3:33])[N:49]=2)[C:21]=1[Si:22]([CH3:25])([CH3:24])[CH3:23]. (4) Given the reactants C([O:8][C:9]1[CH:33]=[CH:32][C:12](/[CH:13]=[CH:14]/[C:15]2[CH:16]=[N:17][C:18]([NH:21][C:22]3[CH:27]=[CH:26][C:25]([O:28][CH:29]([F:31])[F:30])=[CH:24][CH:23]=3)=[N:19][CH:20]=2)=[CH:11][CH:10]=1)C1C=CC=CC=1, predict the reaction product. The product is: [F:31][CH:29]([F:30])[O:28][C:25]1[CH:26]=[CH:27][C:22]([NH:21][C:18]2[N:17]=[CH:16][C:15]([CH2:14][CH2:13][C:12]3[CH:11]=[CH:10][C:9]([OH:8])=[CH:33][CH:32]=3)=[CH:20][N:19]=2)=[CH:23][CH:24]=1. (5) Given the reactants Br[CH2:2][C:3]1[S:7][N:6]=[C:5]([C:8]2[CH:13]=[CH:12][C:11]([Cl:14])=[CH:10][C:9]=2[O:15][CH3:16])[N:4]=1.[F:17][C:18]1[C:26]([OH:27])=[CH:25][CH:24]=[C:23]([F:28])[C:19]=1[C:20]([NH2:22])=[O:21].C(=O)([O-])[O-].[K+].[K+], predict the reaction product. The product is: [Cl:14][C:11]1[CH:12]=[CH:13][C:8]([C:5]2[N:4]=[C:3]([CH2:2][O:27][C:26]3[C:18]([F:17])=[C:19]([C:23]([F:28])=[CH:24][CH:25]=3)[C:20]([NH2:22])=[O:21])[S:7][N:6]=2)=[C:9]([O:15][CH3:16])[CH:10]=1. (6) Given the reactants Cl.[NH:2]1[CH2:7][CH2:6][CH:5]([C:8]2[C:9](=[O:18])[NH:10][C:11]3[C:16]([CH:17]=2)=[CH:15][CH:14]=[CH:13][CH:12]=3)[CH2:4][CH2:3]1.[CH3:19][C:20]([CH3:58])([CH3:57])[CH2:21][N:22]1[CH2:35][C:27]2[C:28]3[CH:29]=[N:30][NH:31][C:32]=3[CH:33]=[CH:34][C:26]=2[CH2:25][C@H:24]([CH2:36][C:37](=[O:55])N2CCC(N3CC4C(=CC=CC=4)NC3=O)CC2)[C:23]1=[O:56], predict the reaction product. The product is: [CH2:21]([N:22]1[C:23](=[O:56])[C@H:24]([CH2:36][C:37](=[O:55])[N:2]2[CH2:3][CH2:4][CH:5]([C:8]3[C:9](=[O:18])[NH:10][C:11]4[C:16]([CH:17]=3)=[CH:15][CH:14]=[CH:13][CH:12]=4)[CH2:6][CH2:7]2)[CH2:25][C:26]2[CH:34]=[CH:33][C:32]3[NH:31][N:30]=[CH:29][C:28]=3[C:27]=2[CH2:35]1)[C:20]([CH3:58])([CH3:57])[CH3:19]. (7) Given the reactants [Cl:1][C:2]1[N:3]=[CH:4][N:5]([C:16]2[CH:21]=[CH:20][C:19]([S:22]([NH2:25])(=[O:24])=[O:23])=[CH:18][CH:17]=2)[C:6]=1[C:7]1[CH:12]=[CH:11][C:10]([O:13][CH2:14][CH3:15])=[CH:9][CH:8]=1.[OH-].[Na+:27], predict the reaction product. The product is: [Na+:27].[Cl:1][C:2]1[N:3]=[CH:4][N:5]([C:16]2[CH:21]=[CH:20][C:19]([S:22]([NH-:25])(=[O:24])=[O:23])=[CH:18][CH:17]=2)[C:6]=1[C:7]1[CH:8]=[CH:9][C:10]([O:13][CH2:14][CH3:15])=[CH:11][CH:12]=1. (8) The product is: [CH3:25][CH2:26][N:12]1[C:11]2[C:10]([CH2:17][CH2:16][CH2:19][CH2:20][CH2:21][CH3:22])=[CH:9][CH:8]=[CH:7][C:6]=2[C:5]2[C:13]1=[CH:1][CH:2]=[CH:3][CH:4]=2. Given the reactants [CH:1]1[C:13]2[NH:12][C:11]3[C:6](=[CH:7][CH:8]=[CH:9][CH:10]=3)[C:5]=2[CH:4]=[CH:3][CH:2]=1.C([CH:16]([CH2:19][CH2:20][CH2:21][CH3:22])[CH2:17]Br)C.[OH-].[Na+].[CH2:25](N1C2C=CC=CC=2C2C1=CC=CC=2)[CH2:26]CCCCC, predict the reaction product.